This data is from Full USPTO retrosynthesis dataset with 1.9M reactions from patents (1976-2016). The task is: Predict the reactants needed to synthesize the given product. (1) Given the product [CH2:15]([O:17][C:18]([C:20]1([CH2:34][O:14][C:11]2[CH:10]=[N:9][C:8]([C:5]3[CH:4]=[CH:3][C:2]([Cl:1])=[CH:7][CH:6]=3)=[CH:13][N:12]=2)[CH2:24][CH2:23][N:22]([C:25](=[O:33])[C:26]2[CH:27]=[CH:28][C:29]([Cl:32])=[CH:30][CH:31]=2)[CH2:21]1)=[O:19])[CH3:16], predict the reactants needed to synthesize it. The reactants are: [Cl:1][C:2]1[CH:7]=[CH:6][C:5]([C:8]2[N:9]=[CH:10][C:11]([OH:14])=[N:12][CH:13]=2)=[CH:4][CH:3]=1.[CH2:15]([O:17][C:18]([C:20]1([CH2:34]I)[CH2:24][CH2:23][N:22]([C:25](=[O:33])[C:26]2[CH:31]=[CH:30][C:29]([Cl:32])=[CH:28][CH:27]=2)[CH2:21]1)=[O:19])[CH3:16]. (2) Given the product [Br:1][C:2]1[CH:10]=[C:9]2[C:8](=[C:4]([CH3:5])[CH:3]=1)[NH:20][CH:23]=[C:24]2[C:25]#[N:18], predict the reactants needed to synthesize it. The reactants are: [Br:1][C:2]1[CH:3]=[C:4]2[C:8](=[CH:9][CH:10]=1)NC=[C:5]2C=O.P([O-])([O-])(O)=O.[NH4+:18].[NH4+].[N+:20]([CH2:23][CH2:24][CH3:25])([O-])=O. (3) Given the product [Si:1]([O:31][CH2:19][CH2:20][CH2:21][CH2:22][CH2:23][CH2:24][CH2:25][CH2:26][CH2:27][CH2:28][C:29]#[CH:30])([C:14]([CH3:17])([CH3:16])[CH3:15])([C:8]1[CH:13]=[CH:12][CH:11]=[CH:10][CH:9]=1)[C:2]1[CH:7]=[CH:6][CH:5]=[CH:4][CH:3]=1, predict the reactants needed to synthesize it. The reactants are: [Si:1](Cl)([C:14]([CH3:17])([CH3:16])[CH3:15])([C:8]1[CH:13]=[CH:12][CH:11]=[CH:10][CH:9]=1)[C:2]1[CH:7]=[CH:6][CH:5]=[CH:4][CH:3]=1.[CH2:19]([OH:31])[CH2:20][CH2:21][CH2:22][CH2:23][CH2:24][CH2:25][CH2:26][CH2:27][CH2:28][C:29]#[CH:30].N1C=CN=C1. (4) Given the product [OH:39][C@H:32]([C:52]1[CH:57]=[CH:56][CH:55]=[CH:54][CH:53]=1)[C@H:29]1[CH2:30][CH2:31][C@@H:27]([CH2:26][C:25]2[CH:47]=[CH:48][C:22]([NH:21][C:19](=[O:20])[C@@H:18]([NH:17][CH3:50])[CH3:49])=[CH:23][CH:24]=2)[N:28]1[C:40]([O:42][C:43]([CH3:46])([CH3:44])[CH3:45])=[O:41], predict the reactants needed to synthesize it. The reactants are: C1C2C(OC([N:17]([CH3:50])[C@@H:18]([CH3:49])[C:19]([NH:21][C:22]3[CH:48]=[CH:47][C:25]([CH2:26][C@@H:27]4[CH2:31][CH2:30][C@H:29]([C@H:32]([OH:39])C5C=NC=CC=5)[N:28]4[C:40]([O:42][C:43]([CH3:46])([CH3:45])[CH3:44])=[O:41])=[CH:24][CH:23]=3)=[O:20])=O)C3C(=CC=CC=3)C=2C=CC=1.N1[CH2:56][CH2:55][CH2:54][CH2:53][CH2:52]1.[CH2:57]1COCC1. (5) Given the product [NH2:1][C:2]1[N:6]([CH3:7])[C:5](=[O:8])[C:4]([C:9]2[CH:14]=[C:13]([CH2:15][CH3:16])[N:12]=[C:11]([CH2:17][CH3:18])[CH:10]=2)([C:19]2[CH:24]=[CH:23][C:22]([F:25])=[C:21]([C:29]3[CH:30]=[N:31][CH:32]=[CH:33][C:28]=3[F:27])[CH:20]=2)[N:3]=1, predict the reactants needed to synthesize it. The reactants are: [NH2:1][C:2]1[N:6]([CH3:7])[C:5](=[O:8])[C:4]([C:19]2[CH:24]=[CH:23][C:22]([F:25])=[C:21](Br)[CH:20]=2)([C:9]2[CH:14]=[C:13]([CH2:15][CH3:16])[N:12]=[C:11]([CH2:17][CH3:18])[CH:10]=2)[N:3]=1.[F:27][C:28]1[CH:33]=[CH:32][N:31]=[CH:30][C:29]=1[Sn](CCCC)(CCCC)CCCC. (6) Given the product [F:1][C:2]1[C:15]2[N:14]([C:16]([O:18][CH2:19][CH3:20])=[O:17])[CH2:13][C:12]3[C:8]4=[C:9]([C:28](=[O:32])[N:29]([CH3:31])[CH:30]=[C:7]4[C:6]=2[CH:5]=[C:4]([F:33])[CH:3]=1)[NH:10][CH:11]=3, predict the reactants needed to synthesize it. The reactants are: [F:1][C:2]1[C:15]2[N:14]([C:16]([O:18][CH2:19][CH3:20])=[O:17])[CH2:13][C:12]3[C:8]4=[C:9]([C:28](=[O:32])[N:29]([CH3:31])[CH:30]=[C:7]4[C:6]=2[CH:5]=[C:4]([F:33])[CH:3]=1)[N:10](C(OC(C)(C)C)=O)[CH:11]=3.C(O)(C(F)(F)F)=O.